From a dataset of hERG potassium channel inhibition data for cardiac toxicity prediction from Karim et al.. Regression/Classification. Given a drug SMILES string, predict its toxicity properties. Task type varies by dataset: regression for continuous values (e.g., LD50, hERG inhibition percentage) or binary classification for toxic/non-toxic outcomes (e.g., AMES mutagenicity, cardiotoxicity, hepatotoxicity). Dataset: herg_karim. (1) The molecule is CC(=O)N1CCC(C(=O)N(CCCN2CCN(Cc3ccc(F)cc3)CC2)c2ccc(C)c(Cl)c2)CC1.Cl. The result is 1 (blocker). (2) The compound is CN1CCN(Cc2ccc3c(c2)Cc2c(-c4csc(C#CCOc5ccccc5)c4)n[nH]c2-3)C(=O)C1. The result is 0 (non-blocker).